From a dataset of Full USPTO retrosynthesis dataset with 1.9M reactions from patents (1976-2016). Predict the reactants needed to synthesize the given product. (1) Given the product [CH3:11][O:12][C:13](=[O:28])[C@H:14]([CH2:21][C:22]1[CH:27]=[CH:26][CH:25]=[CH:24][CH:23]=1)[NH:15][C:16](=[O:20])[C@H:17]([CH3:19])[NH:18][C:8](=[O:10])[CH2:7][CH:1]1[CH2:2][CH2:3][CH2:4][CH2:5][CH2:6]1, predict the reactants needed to synthesize it. The reactants are: [CH:1]1([CH2:7][C:8]([OH:10])=O)[CH2:6][CH2:5][CH2:4][CH2:3][CH2:2]1.[CH3:11][O:12][C:13](=[O:28])[C@H:14]([CH2:21][C:22]1[CH:27]=[CH:26][CH:25]=[CH:24][CH:23]=1)[NH:15][C:16](=[O:20])[C@H:17]([CH3:19])[NH2:18].C(N[C@H](C(O)=O)C)(OC(C)(C)C)=O.Cl.COC(=O)[C@H](CC1C=CC=CC=1)N. (2) Given the product [N:1]1[C:10]2[C:5](=[CH:6][CH:7]=[CH:8][CH:9]=2)[CH:4]=[CH:3][C:2]=1[C:11]([NH:28][C@H:29]([C:34]([OH:36])=[O:35])[CH2:30][C:31](=[O:33])[NH2:32])=[O:13], predict the reactants needed to synthesize it. The reactants are: [N:1]1[C:10]2[C:5](=[CH:6][CH:7]=[CH:8][CH:9]=2)[CH:4]=[CH:3][C:2]=1[C:11]([OH:13])=O.C(Cl)(=O)C(C)(C)C.C(N(CC)CC)C.[NH2:28][C@H:29]([C:34]([OH:36])=[O:35])[CH2:30][C:31](=[O:33])[NH2:32].[OH-].[Na+].C(=O)(O)[O-].[Na+]. (3) Given the product [Cl:1][C:2]1[C:3]([C:8]2[CH:9]=[C:10]3[C:14](=[C:15]([O:17][CH2:18][CH2:19][C:20]4[CH:25]=[CH:24][CH:23]=[CH:22][N:21]=4)[CH:16]=2)[N:13]([CH2:44][O:45][CH3:46])[N:12]=[C:11]3[N:26]2[C:27](=[O:36])[C:28]3[C:33](=[CH:32][CH:31]=[CH:30][CH:29]=3)[C:34]2=[O:35])=[N:4][CH:5]=[CH:6][CH:7]=1, predict the reactants needed to synthesize it. The reactants are: [Cl:1][C:2]1[C:3]([C:8]2[CH:9]=[C:10]3[C:14](=[C:15]([O:17][CH2:18][CH2:19][C:20]4[CH:25]=[CH:24][CH:23]=[CH:22][N:21]=4)[CH:16]=2)[NH:13][N:12]=[C:11]3[N:26]2[C:34](=[O:35])[C:33]3[C:28](=[CH:29][CH:30]=[CH:31][CH:32]=3)[C:27]2=[O:36])=[N:4][CH:5]=[CH:6][CH:7]=1.CN(C)C=O.[H-].[Na+].[CH3:44][O:45][CH2:46]Cl. (4) Given the product [CH:40]([O:39][C:37](=[O:38])[NH:2][C@@H:3]1[CH2:23][C:6]2[N:7]([CH2:16][C:17]3[CH:22]=[CH:21][CH:20]=[CH:19][N:18]=3)[C:8]3[CH:9]=[CH:10][C:11]([C:14]#[N:15])=[CH:12][C:13]=3[C:5]=2[CH2:4]1)([CH3:42])[CH3:41], predict the reactants needed to synthesize it. The reactants are: Cl.[NH2:2][C@@H:3]1[CH2:23][C:6]2[N:7]([CH2:16][C:17]3[CH:22]=[CH:21][CH:20]=[CH:19][N:18]=3)[C:8]3[CH:9]=[CH:10][C:11]([C:14]#[N:15])=[CH:12][C:13]=3[C:5]=2[CH2:4]1.CN(C=O)C.C(N(CC)CC)C.Cl[C:37]([O:39][CH:40]([CH3:42])[CH3:41])=[O:38].